This data is from Full USPTO retrosynthesis dataset with 1.9M reactions from patents (1976-2016). The task is: Predict the reactants needed to synthesize the given product. Given the product [Cl:1][C:2]1[N:3]=[C:4]2[N:12]([CH2:25][C:26]([C:28]3[S:32][CH:31]=[N:30][C:29]=3[CH3:33])=[O:27])[C@H:11]([C:13]([F:14])([F:15])[F:16])[CH2:10][CH2:9][N:5]2[C:6](=[O:8])[CH:7]=1, predict the reactants needed to synthesize it. The reactants are: [Cl:1][C:2]1[N:3]=[C:4]2[NH:12][C@H:11]([C:13]([F:16])([F:15])[F:14])[CH2:10][CH2:9][N:5]2[C:6](=[O:8])[CH:7]=1.C(=O)([O-])[O-].[Cs+].[Cs+].Br.Br[CH2:25][C:26]([C:28]1[S:32][CH:31]=[N:30][C:29]=1[CH3:33])=[O:27].